Dataset: Catalyst prediction with 721,799 reactions and 888 catalyst types from USPTO. Task: Predict which catalyst facilitates the given reaction. Reactant: [H-].[Na+].[CH3:3][C:4]1[C:5]2[CH:21]=[CH:20][CH:19]=[CH:18][C:6]=2[S:7][C:8]=1[CH:9]([NH:11][S@@:12]([C:14]([CH3:17])([CH3:16])[CH3:15])=[O:13])[CH3:10].[CH3:22]I. Product: [CH3:22][N:11]([C@@H:9]([C:8]1[S:7][C:6]2[CH:18]=[CH:19][CH:20]=[CH:21][C:5]=2[C:4]=1[CH3:3])[CH3:10])[S@@:12]([C:14]([CH3:17])([CH3:15])[CH3:16])=[O:13]. The catalyst class is: 3.